From a dataset of Catalyst prediction with 721,799 reactions and 888 catalyst types from USPTO. Predict which catalyst facilitates the given reaction. (1) Reactant: [ClH:1].[CH:2]1([C:5](=[O:33])[CH:6]([N:14]2[CH2:19][CH2:18][CH:17]([SH:20])/[C:16](=[CH:21]/[C:22]3[N:23]=[CH:24][N:25]([CH2:27][C:28]([O:30]CC)=[O:29])[CH:26]=3)/[CH2:15]2)[C:7]2[CH:12]=[CH:11][CH:10]=[CH:9][C:8]=2[F:13])[CH2:4][CH2:3]1.O1CCCC1.[OH-].[Na+].Cl. Product: [ClH:1].[C:28]([CH2:27][N:25]1[CH:26]=[C:22](/[CH:21]=[C:16]2\[CH2:15][N:14]([CH:6]([C:7]3[CH:12]=[CH:11][CH:10]=[CH:9][C:8]=3[F:13])[C:5]([CH:2]3[CH2:3][CH2:4]3)=[O:33])[CH2:19][CH2:18][CH:17]\2[SH:20])[N:23]=[CH:24]1)([OH:30])=[O:29]. The catalyst class is: 6. (2) Reactant: [C:1]([C@@H:5]1[CH2:10][CH2:9][C@H:8]([O:11][C:12]2[CH:21]=[C:20]([CH3:22])[C:19]3[C:14](=[CH:15][CH:16]=[CH:17][CH:18]=3)[C:13]=2[CH:23]=O)[CH2:7][CH2:6]1)([CH3:4])([CH3:3])[CH3:2].[CH3:25][C:26]1([C:32]([O:34][CH2:35][CH3:36])=[O:33])[CH2:31][CH2:30][NH:29][CH2:28][CH2:27]1.[BH-](OC(C)=O)(OC(C)=O)OC(C)=O.[Na+].CC(O)=O. Product: [C:1]([C@H:5]1[CH2:6][CH2:7][C@H:8]([O:11][C:12]2[CH:21]=[C:20]([CH3:22])[C:19]3[C:14](=[CH:15][CH:16]=[CH:17][CH:18]=3)[C:13]=2[CH2:23][N:29]2[CH2:30][CH2:31][C:26]([CH3:25])([C:32]([O:34][CH2:35][CH3:36])=[O:33])[CH2:27][CH2:28]2)[CH2:9][CH2:10]1)([CH3:4])([CH3:2])[CH3:3]. The catalyst class is: 325. (3) Reactant: Br.COC(=O)[NH:5][CH2:6][C@H:7]([CH2:12][C:13](=[O:23])N[C@H](C1C=CC=CC=1)C)[CH2:8][CH:9]([CH3:11])[CH3:10].[OH-:25].[Na+]. Product: [CH3:11][CH:9]([CH2:8][C@H:7]([CH2:6][NH2:5])[CH2:12][C:13]([OH:23])=[O:25])[CH3:10]. The catalyst class is: 6. (4) Reactant: [CH:1]1([N:4]([CH2:18][C:19]2[N:23]=[C:22]([C:24]([O:26]CC)=O)[O:21][N:20]=2)[S:5]([C:8]2[C:13]([CH3:14])=[CH:12][C:11]([O:15][CH3:16])=[CH:10][C:9]=2[CH3:17])(=[O:7])=[O:6])[CH2:3][CH2:2]1.[N:29]1([CH2:34][CH2:35][CH:36]2[CH2:41][CH2:40][NH:39][CH2:38][CH2:37]2)[CH2:33][CH2:32][CH2:31][CH2:30]1.C[Al](C)C. Product: [NH3:4].[CH:1]1([N:4]([CH2:18][C:19]2[N:23]=[C:22]([C:24]([N:39]3[CH2:38][CH2:37][CH:36]([CH2:35][CH2:34][N:29]4[CH2:33][CH2:32][CH2:31][CH2:30]4)[CH2:41][CH2:40]3)=[O:26])[O:21][N:20]=2)[S:5]([C:8]2[C:13]([CH3:14])=[CH:12][C:11]([O:15][CH3:16])=[CH:10][C:9]=2[CH3:17])(=[O:6])=[O:7])[CH2:3][CH2:2]1. The catalyst class is: 26. (5) Reactant: Cl[C:2]1[S:6][N:5]=[C:4]([S:7][CH2:8][C:9]2[CH:14]=[CH:13][C:12]([Cl:15])=[CH:11][CH:10]=2)[N:3]=1.[CH2:16]([OH:23])[C:17]1[CH:22]=[CH:21][CH:20]=[CH:19][CH:18]=1.[H-].[Na+].[Cl-].[Na+]. Product: [CH2:16]([O:23][C:2]1[S:6][N:5]=[C:4]([S:7][CH2:8][C:9]2[CH:14]=[CH:13][C:12]([Cl:15])=[CH:11][CH:10]=2)[N:3]=1)[C:17]1[CH:22]=[CH:21][CH:20]=[CH:19][CH:18]=1. The catalyst class is: 9. (6) Reactant: C[O:2][C:3]1[CH:4]=[CH:5][CH:6]=[C:7]2[C:12]=1[CH2:11][C@H:10]([N:13]([CH2:21][CH2:22][CH3:23])[CH2:14][CH2:15][C:16]1[S:17][CH:18]=[CH:19][CH:20]=1)[CH2:9][CH2:8]2.CN(C)CC. Product: [OH:2][C:3]1[CH:4]=[CH:5][CH:6]=[C:7]2[C:12]=1[CH2:11][C@H:10]([N:13]([CH2:21][CH2:22][CH3:23])[CH2:14][CH2:15][C:16]1[S:17][CH:18]=[CH:19][CH:20]=1)[CH2:9][CH2:8]2. The catalyst class is: 195. (7) Reactant: [CH3:1][CH2:2][CH2:3][CH2:4][CH2:5][N:6]([CH2:8][CH2:9][C:10]([P:16]([OH:19])([OH:18])=[O:17])([P:12]([OH:15])([OH:14])=[O:13])[OH:11])[CH3:7].[OH-].[Na+:21]. Product: [CH3:1][CH2:2][CH2:3][CH2:4][CH2:5][N:6]([CH2:8][CH2:9][C:10]([P:16]([O-:19])([OH:18])=[O:17])([P:12]([OH:15])([OH:14])=[O:13])[OH:11])[CH3:7].[Na+:21]. The catalyst class is: 5. (8) Reactant: [Br:1][C:2]1[CH:3]=[C:4]([CH:16]=[CH:17][C:18]=1[Cl:19])[C:5]([NH:7][C:8]1[C:13]([CH3:14])=[CH:12][CH:11]=[CH:10][C:9]=1[OH:15])=[O:6].Br[CH2:21][CH2:22][CH2:23][C:24]([O:26][C:27]([CH3:30])([CH3:29])[CH3:28])=[O:25].C([O-])([O-])=O.[K+].[K+]. Product: [C:27]([O:26][C:24](=[O:25])[CH2:23][CH2:22][CH2:21][O:15][C:9]1[CH:10]=[CH:11][CH:12]=[C:13]([CH3:14])[C:8]=1[NH:7][C:5](=[O:6])[C:4]1[CH:16]=[CH:17][C:18]([Cl:19])=[C:2]([Br:1])[CH:3]=1)([CH3:30])([CH3:29])[CH3:28]. The catalyst class is: 3.